From a dataset of Full USPTO retrosynthesis dataset with 1.9M reactions from patents (1976-2016). Predict the reactants needed to synthesize the given product. (1) Given the product [CH2:1]([N:12]1[C:11]([CH:9]=[O:10])=[CH:15][N:14]=[C:13]1[CH3:16])[C:2]1[CH:7]=[CH:6][CH:5]=[CH:4][CH:3]=1, predict the reactants needed to synthesize it. The reactants are: [CH2:1](Br)[C:2]1[CH:7]=[CH:6][CH:5]=[CH:4][CH:3]=1.[CH:9]([C:11]1[N:12]=[C:13]([CH3:16])[NH:14][CH:15]=1)=[O:10].C(=O)([O-])[O-].[K+].[K+]. (2) Given the product [NH2:53][C:54]1[CH:59]=[CH:58][CH:57]=[CH:56][C:55]=1[NH:60][C:30](=[O:32])[CH:29]=[CH:28][C:25]1[CH:26]=[CH:27][C:22]([CH2:21][N:9]([CH2:8][CH2:7][O:6][Si:5]([C:1]([CH3:2])([CH3:4])[CH3:3])([CH3:34])[CH3:33])[CH2:10][CH2:11][C:12]2[C:20]3[C:15](=[CH:16][CH:17]=[CH:18][CH:19]=3)[NH:14][CH:13]=2)=[CH:23][CH:24]=1, predict the reactants needed to synthesize it. The reactants are: [C:1]([Si:5]([CH3:34])([CH3:33])[O:6][CH2:7][CH2:8][N:9]([CH2:21][C:22]1[CH:27]=[CH:26][C:25]([CH:28]=[CH:29][C:30]([OH:32])=O)=[CH:24][CH:23]=1)[CH2:10][CH2:11][C:12]1[C:20]2[C:15](=[CH:16][CH:17]=[CH:18][CH:19]=2)[NH:14][CH:13]=1)([CH3:4])([CH3:3])[CH3:2].CCN(CC)CC.CN([P+](O[N:53]1N=[N:60][C:55]2[CH:56]=[CH:57][CH:58]=[CH:59][C:54]1=2)(N(C)C)N(C)C)C.F[P-](F)(F)(F)(F)F.C1(N)C=CC=CC=1N.[NH4+].[Cl-]. (3) Given the product [Cl:1][C:2]1[CH:10]=[CH:9][C:8]([O:11][C:21]2[CH:22]=[CH:23][CH:24]=[C:19]([F:18])[N:20]=2)=[CH:7][C:3]=1[C:4]([OH:6])=[O:5], predict the reactants needed to synthesize it. The reactants are: [Cl:1][C:2]1[CH:10]=[CH:9][C:8]([OH:11])=[CH:7][C:3]=1[C:4]([OH:6])=[O:5].C([O-])([O-])=O.[Cs+].[Cs+].[F:18][C:19]1[CH:24]=[CH:23][CH:22]=[C:21](F)[N:20]=1. (4) Given the product [CH3:1][O:2][C:3]1[CH:4]=[CH:5][C:6]([N:9]2[C:13]3[C:14](=[O:31])[N:15]([C:18]4[CH:19]=[CH:20][C:21]([N:24]5[CH2:29][CH2:28][CH2:27][CH2:26][C:25]5=[O:30])=[CH:22][CH:23]=4)[CH2:16][CH2:17][C:12]=3[C:11]([C:32]([NH2:39])=[O:34])=[N:10]2)=[CH:7][CH:8]=1, predict the reactants needed to synthesize it. The reactants are: [CH3:1][O:2][C:3]1[CH:8]=[CH:7][C:6]([N:9]2[C:13]3[C:14](=[O:31])[N:15]([C:18]4[CH:23]=[CH:22][C:21]([N:24]5[CH2:29][CH2:28][CH2:27][CH2:26][C:25]5=[O:30])=[CH:20][CH:19]=4)[CH2:16][CH2:17][C:12]=3[C:11]([C:32]([O:34]CC)=O)=[N:10]2)=[CH:5][CH:4]=1.C([NH2:39])=O.C[O-].[Na+]. (5) Given the product [Cl:20][C:18]1[CH:19]=[C:14]([N:11]2[C:12](=[O:13])[C:4]3[CH:3]=[C:2]([C:38]4[C:33]([O:32][CH3:31])=[N:34][C:35]([N:48]([CH3:49])[CH3:50])=[N:36][CH:37]=4)[N:6]([CH:7]([CH3:9])[CH3:8])[C:5]=3[CH:10]2[C:23]2[CH:30]=[CH:29][C:26]([C:27]#[N:28])=[CH:25][CH:24]=2)[C:15]([O:21][CH3:22])=[N:16][CH:17]=1, predict the reactants needed to synthesize it. The reactants are: Br[C:2]1[N:6]([CH:7]([CH3:9])[CH3:8])[C:5]2[CH:10]([C:23]3[CH:30]=[CH:29][C:26]([C:27]#[N:28])=[CH:25][CH:24]=3)[N:11]([C:14]3[C:15]([O:21][CH3:22])=[N:16][CH:17]=[C:18]([Cl:20])[CH:19]=3)[C:12](=[O:13])[C:4]=2[CH:3]=1.[CH3:31][O:32][C:33]1[C:38](B2OC(C)(C)C(C)(C)O2)=[CH:37][N:36]=[C:35]([N:48]([CH3:50])[CH3:49])[N:34]=1.BrC1N(C(C)C)C2C(C3C=CC(Cl)=CC=3)N(C3C=C(Cl)C=CC=3C)C(=O)C=2C=1.COC1C(B2OC(C)(C)C(C)(C)O2)=CN=C(N)N=1.